From a dataset of Peptide-MHC class II binding affinity with 134,281 pairs from IEDB. Regression. Given a peptide amino acid sequence and an MHC pseudo amino acid sequence, predict their binding affinity value. This is MHC class II binding data. (1) The peptide sequence is DGLVRDANNYEQQEQ. The MHC is DRB1_0701 with pseudo-sequence DRB1_0701. The binding affinity (normalized) is 0.0415. (2) The peptide sequence is DENPYKTWAYHGSYEVK. The MHC is DRB1_0404 with pseudo-sequence DRB1_0404. The binding affinity (normalized) is 0.445. (3) The peptide sequence is GAQLGELYYAIYKAS. The MHC is HLA-DPA10201-DPB10101 with pseudo-sequence HLA-DPA10201-DPB10101. The binding affinity (normalized) is 0.721. (4) The peptide sequence is EAAVKQAYAATVAAA. The MHC is DRB1_0405 with pseudo-sequence DRB1_0405. The binding affinity (normalized) is 0.375. (5) The peptide sequence is YDKFLANVATVLTGK. The MHC is DRB1_1602 with pseudo-sequence DRB1_1602. The binding affinity (normalized) is 0.883. (6) The binding affinity (normalized) is 0.210. The peptide sequence is KGSNEKHLAVLVKYE. The MHC is DRB5_0101 with pseudo-sequence DRB5_0101.